This data is from Full USPTO retrosynthesis dataset with 1.9M reactions from patents (1976-2016). The task is: Predict the reactants needed to synthesize the given product. (1) Given the product [N+:14]([C:5]1[CH:4]=[CH:3][C:2]([N:17]2[CH2:22][CH2:21][O:23][CH2:19][CH2:18]2)=[CH:7][C:6]=1[N:8]1[CH2:13][CH2:12][CH2:11][CH2:10][CH2:9]1)([O-:16])=[O:15], predict the reactants needed to synthesize it. The reactants are: Cl[C:2]1[CH:3]=[CH:4][C:5]([N+:14]([O-:16])=[O:15])=[C:6]([N:8]2[CH2:13][CH2:12][CH2:11][CH2:10][CH2:9]2)[CH:7]=1.[NH:17]1[CH2:22][CH2:21]S[CH2:19][CH2:18]1.[OH2:23]. (2) Given the product [CH2:14]([N:21]1[CH2:26][CH2:25][N:24]([CH:7]2[CH2:8][CH2:9][CH2:10][CH2:11][CH2:12][CH:6]2[CH2:5][C:3]([O:2][CH3:1])=[O:4])[CH2:23][CH2:22]1)[C:15]1[CH:16]=[CH:17][CH:18]=[CH:19][CH:20]=1, predict the reactants needed to synthesize it. The reactants are: [CH3:1][O:2][C:3]([CH2:5][CH:6]1[CH2:12][CH2:11][CH2:10][CH2:9][CH2:8][C:7]1=O)=[O:4].[CH2:14]([N:21]1[CH2:26][CH2:25][NH:24][CH2:23][CH2:22]1)[C:15]1[CH:20]=[CH:19][CH:18]=[CH:17][CH:16]=1.C([BH3-])#N.[Na+]. (3) Given the product [C:1]([NH:5][S:6]([C:9]1[CH:13]=[CH:12][NH:11][CH:10]=1)(=[O:8])=[O:7])([CH3:4])([CH3:2])[CH3:3], predict the reactants needed to synthesize it. The reactants are: [C:1]([NH:5][S:6]([C:9]1[CH:13]=[CH:12][N:11](S(C2C=CC(C)=CC=2)(=O)=O)[CH:10]=1)(=[O:8])=[O:7])([CH3:4])([CH3:3])[CH3:2].CO.O.C([O-])([O-])=O.[K+].[K+]. (4) The reactants are: [Cl:1][C:2]1[CH:11]=[C:10]([C:12](=O)[CH3:13])[C:9]([N:15]2[CH2:20][CH2:19][CH:18]([CH2:21][OH:22])[CH2:17][CH2:16]2)=[C:8]2[C:3]=1[CH:4]=[CH:5][CH:6]=[N:7]2.C([O-])(=O)C.[NH4+].C([BH3-])#[N:29].[Na+].O1CCCC1. Given the product [NH2:29][CH:12]([C:10]1[C:9]([N:15]2[CH2:20][CH2:19][CH:18]([CH2:21][OH:22])[CH2:17][CH2:16]2)=[C:8]2[C:3]([CH:4]=[CH:5][CH:6]=[N:7]2)=[C:2]([Cl:1])[CH:11]=1)[CH3:13], predict the reactants needed to synthesize it.